This data is from Reaction yield outcomes from USPTO patents with 853,638 reactions. The task is: Predict the reaction yield, written as a fraction of the theoretical maximum amount of product (1.0 means a 100% yield; for example, 0.34 means a 34% yield). (1) The reactants are [C:1]([O:4][CH2:5][C:6]1[C:7]([C:18]([O:20][CH2:21][CH3:22])=[O:19])=[N:8][O:9][C:10]=1[C:11]1[CH:16]=[CH:15][CH:14]=[C:13](I)[CH:12]=1)(=[O:3])[CH3:2].N#N.[O:25]1C=[CH:28][CH:27]=[C:26]1P([C:26]1[O:25]C=[CH:28][CH:27]=1)[C:26]1[O:25]C=[CH:28][CH:27]=1.C([Sn](CCCC)(CCCC)CC=CO)CCC. The yield is 0.820. The catalyst is CN(C=O)C.C1C=CC(/C=C/C(/C=C/C2C=CC=CC=2)=O)=CC=1.C1C=CC(/C=C/C(/C=C/C2C=CC=CC=2)=O)=CC=1.C1C=CC(/C=C/C(/C=C/C2C=CC=CC=2)=O)=CC=1.[Pd].[Pd].[Cu]I.O. The product is [C:1]([O:4][CH2:5][C:6]1[C:7]([C:18]([O:20][CH2:21][CH3:22])=[O:19])=[N:8][O:9][C:10]=1[C:11]1[CH:16]=[CH:15][CH:14]=[C:13](/[CH:28]=[CH:27]/[CH2:26][OH:25])[CH:12]=1)(=[O:3])[CH3:2]. (2) The reactants are [OH-].[K+].[CH3:3][O:4][C:5]1[CH:13]=[CH:12][CH:11]=[C:10]2[C:6]=1[C:7]([NH2:14])=[N:8][NH:9]2.CC(N(CC1C=CC(CN2C3C(=C(OC)C=CC=3)C(NS(C3SC(Cl)=CC=3)(=O)=O)=N2)=CC=1)C(=O)[O-])(C)C.Cl[CH2:53][C:54]1[CH:59]=[CH:58][C:57]([O:60][CH3:61])=[C:56]([O:62][CH3:63])[CH:55]=1. The catalyst is CS(C)=O.O. The product is [CH3:63][O:62][C:56]1[CH:55]=[C:54]([CH2:53][N:9]2[C:10]3[C:6](=[C:5]([O:4][CH3:3])[CH:13]=[CH:12][CH:11]=3)[C:7]([NH2:14])=[N:8]2)[CH:59]=[CH:58][C:57]=1[O:60][CH3:61]. The yield is 0.840. (3) The reactants are [NH2:1][C:2]1[N:7]=[CH:6][C:5]([O:8][C:9]2[CH:10]=[C:11]([NH:15][C:16](=[O:28])[C:17]3[CH:22]=[CH:21][CH:20]=[C:19]([C:23]([C:26]#[N:27])([CH3:25])[CH3:24])[CH:18]=3)[CH:12]=[CH:13][CH:14]=2)=[CH:4][CH:3]=1.[CH3:29][C:30]1[CH:35]=[CH:34][C:33]([S:36](Cl)(=[O:38])=[O:37])=[CH:32][CH:31]=1.O. The catalyst is N1C=CC=CC=1. The product is [C:26]([C:23]([C:19]1[CH:18]=[C:17]([CH:22]=[CH:21][CH:20]=1)[C:16]([NH:15][C:11]1[CH:12]=[CH:13][CH:14]=[C:9]([O:8][C:5]2[CH:6]=[N:7][C:2]([NH:1][S:36]([C:33]3[CH:34]=[CH:35][C:30]([CH3:29])=[CH:31][CH:32]=3)(=[O:38])=[O:37])=[CH:3][CH:4]=2)[CH:10]=1)=[O:28])([CH3:24])[CH3:25])#[N:27]. The yield is 0.990.